Dataset: Experimentally validated miRNA-target interactions with 360,000+ pairs, plus equal number of negative samples. Task: Binary Classification. Given a miRNA mature sequence and a target amino acid sequence, predict their likelihood of interaction. (1) The miRNA is hsa-miR-548g-5p with sequence UGCAAAAGUAAUUGCAGUUUUUG. The protein sequence of the target gene is MIRGFEAPMAENPPPPPPPVIFCHDSPKRVLVSVIRTTPIKPTCGGGGEPEPPPPLIPTSPGFSDFMVYPWRWGENAHNVTLSPGAAGAAASAALPAAAAAEHSGLRGRGAPPPAASASAAASGGEDEEEASSPDSGHLKDGIRRGRPRADTVRDLINEGEHSSSRIRCNICNRVFPREKSLQAHKRTHTGERPYLCDYPDCGKAFVQSGQLKTHQRLHTGEKPFVCSENGCLSRFTHANRHCPKHPYARLKREEPTDTLSKHQAADNKAAAEWLARYWEMREQRTPTLKGKLVQKADQE.... Result: 1 (interaction). (2) The miRNA is mmu-miR-291a-5p with sequence CAUCAAAGUGGAGGCCCUCUCU. The protein sequence of the target gene is MPKSGFTKPIQSENSDSDSNMVEKPYGRKSKDKIASYSKTPKIERSDVSKEMKEKSSMKRKLPFTISPSRNEERDSDTDSDPGHTSENWGERLISSYRTYSEKEGPEKKKTKKEAGNKKSTPVSILFGYPLSERKQMALLMQMTARDNSPDSTPNHPSQTTPAQKKTPSSSSRQKDKVNKRNERGETPLHMAAIRGDVKQVKELISLGANVNVKDFAGWTPLHEACNVGYYDVAKILIAAGADVNTQGLDDDTPLHDSASSGHRDIVKLLLRHGGNPFQANKHGERPVDVAETEELELLL.... Result: 0 (no interaction). (3) The miRNA is rno-miR-378a-5p with sequence CUCCUGACUCCAGGUCCUGUGU. The protein sequence of the target gene is MKTMATRKRCKLSRTGPEFENVIKRLLCARTFHTRIGGDLTHGIINRGRRANAEQMGLQGSAQHFNIFPLDLWTQGKKTEVQKREGTDSIPAAGRSGTANQPSIAPHRCLFSRGITALDGLKRGRGCNGAAHLVRGDAWKTKLGEPWVSIALALAGPGAILILELSWFLG. Result: 0 (no interaction). (4) The miRNA is hsa-miR-5090 with sequence CCGGGGCAGAUUGGUGUAGGGUG. The protein sequence of the target gene is MARLLCFVLLCGIADFTSGLSITTPEQRIEKAKGETAYLPCKFTLSPEDQGPLDIEWLISPSDNQIVDQVIILYSGDKIYDNYYPDLKGRVHFTSNDVKSGDASINVTNLQLSDIGTYQCKVKKAPGVANKKFLLTVLVKPSGTRCFVDGSEEIGNDFKLKCEPKEGSLPLQFEWQKLSDSQTMPTPWLAEMTSPVISVKNASSEYSGTYSCTVQNRVGSDQCMLRLDVVPPSNRAGTIAGAVIGTLLALVLIGAILFCCHRKRREEKYEKEVHHDIREDVPPPKSRTSTARSYIGSNHS.... Result: 0 (no interaction). (5) The miRNA is hsa-miR-1469 with sequence CUCGGCGCGGGGCGCGGGCUCC. The protein sequence of the target gene is MDESALLDLLECPVCLERLDASAKVLPCQHTFCKRCLLGIVGSRNELRCPECRTLVGSGVDELPSNILLVRLLDGIKQRPWKPGPGGGGGTTCTNTLRAQGSTVVNCGSKDLQSSQCGQQPRVQAWSPPVRGIPQLPCAKALYNYEGKEPGDLKFSKGDIIILRRQVDENWYHGEVSGVHGFFPTNFVQIIKPLPQPPPQCKALYDFEVKDKEADKDCLPFAKDDVLTVIRRVDENWAEGMLADKIGIFPISYVEFNSAAKQLIEWDKPPVPGVDTAECPSATAQSTSASKHPDTKKNTR.... Result: 0 (no interaction). (6) The miRNA is hsa-miR-17-3p with sequence ACUGCAGUGAAGGCACUUGUAG. The protein sequence of the target gene is MGLAWGLGVLLLLHACGSNRIPESGGDNSVFDIFELTGAARKRSGRRLVKGPDPSSPAFRIEDANLIPPVPDKKFQDLVDAVRAEKGFLLLASLRQMKKTRGTLLAVERKDHSGQVFSVISNGKAGTLDLSLTVQGKQHVVSVEEALLATGQWKSITLFVQEDRAQLYIDCEKMENAELDVPIQSIFTRDLASIARLRIAKGGVNDNFQGVLQNVRFVFGTTPEDILRNKGCSSSTSVFVTLDNNVVNGSSPAIRTDYIGHKTKDLQAICGISCDELSSMVLELRGLRTIVTTLQDSIRK.... Result: 0 (no interaction). (7) The miRNA is hsa-miR-6804-5p with sequence UGAGGGUGUCAGCAGGUGACG. The protein sequence of the target gene is MAAYKLVLIRHGESTWNLENRFSCWYDADLSPAGHEEAKRGGQALRDAGYEFDICLTSVQKRVIRTLWTVLDAIDQMWLPVVRTWRLNERHYGGLTGLNKAETAAKHGEAQVKIWRRSYDVPPPPMEPDHPFYSNISKDRRYADLTEDQLPSYESPKDTIARALPFWNEEIVPQIKEGKRVLIAAHGNSLQGIAKHVEGLSEEAIMELNLPTGIPIVYELDKNLKPIKPMQFLGDEETVCKAIEAVAAQGKAKK. Result: 1 (interaction). (8) The miRNA is cel-miR-1019-5p with sequence GUGAGCAUUGUUCGAGUUUCAUUUU. The protein sequence of the target gene is MDFLKVSDKTTIPYRSDSLFSLNQQQYKESSFGFRDMEIHPHPTPYAGNGLLGCYYYYPFTNAQLKELERQAMIYKYMIASIPVPFDLLVSSPSSASPCNNKNIAGDLEPGRCRRTDGKKWRCAKEVVSNHKYCEKHLHRGRPRSRKHVEPPYSRPNNNGGSVKNRDLKKLPQKLSSSSIKDKTLEPMEVSSSISNYRDSRGSEKFTVLATTEQENKYLNFIDVWSDGVRSSEKQSTTSTPVSSSNGNLSLYSLDLSMGGNNLMGQDEMGLIQMGLGVIGSGSEDHHGYGPYGVTSSLEE.... Result: 0 (no interaction). (9) The miRNA is hsa-miR-3622a-3p with sequence UCACCUGACCUCCCAUGCCUGU. The protein sequence of the target gene is MEVPNVKDFQWKRLAPLPSRRVYCSLLETGGQVYAIGGCDDNGVPMDCFEVYSPEADQWTSLPSLPTARAGVAITALGKRIMVIGGVGTNQLPVKVVEMYNIDEGKWKKRSVLREAAMGISVTAKDYRVYAAGGMGLDLRPHNYLQHYDMLKDMWVSLAPMPTPRYAATSFLRGSKIYVLGGRQSKYAVNAFEVFDIESRSWTKFPNIPCKRAFSSFVTLDNHLYSLGGLRQGRLYRQPKFLRTMDVFDMEQGGWLKMERSFFLKKRRADFVAGGLSGRVIVAGGLGNQPTVLETAEAFH.... Result: 0 (no interaction). (10) The miRNA is hsa-miR-3135b with sequence GGCUGGAGCGAGUGCAGUGGUG. The protein sequence of the target gene is MDSYLLMWGLLTFIMVPGCQAELCDDDPPEIPHATFKAMAYKEGTMLNCECKRGFRRIKSGSLYMLCTGNSSHSSWDNQCQCTSSATRNTTKQVTPQPEEQKERKTTEMQSPMQPVDQASLPGHCREPPPWENEATERIYHFVVGQMVYYQCVQGYRALHRGPAESVCKMTHGKTRWTQPQLICTGEMETSQFPGEEKPQASPEGRPESETSCLVTTTDFQIQTEMAATMETSIFTTEYQVAVAGCVFLLISVLLLSGLTWQRRQRKSRRTI. Result: 1 (interaction).